This data is from Forward reaction prediction with 1.9M reactions from USPTO patents (1976-2016). The task is: Predict the product of the given reaction. (1) Given the reactants [F:1][C:2]([F:17])([F:16])[C:3]1[CH:8]=[CH:7][C:6]([C:9]2[CH:14]=[CH:13][NH:12][C:11](=[O:15])[CH:10]=2)=[CH:5][CH:4]=1.Br[C:19]1[CH:24]=[CH:23][C:22]2[C:25]3[CH2:26][N:27]([C:33]([O:35][C:36]([CH3:39])([CH3:38])[CH3:37])=[O:34])[CH2:28][CH2:29][CH2:30][C:31]=3[O:32][C:21]=2[CH:20]=1.C([O-])([O-])=O.[Cs+].[Cs+].CN[C@@H]1CCCC[C@H]1NC, predict the reaction product. The product is: [O:15]=[C:11]1[CH:10]=[C:9]([C:6]2[CH:5]=[CH:4][C:3]([C:2]([F:1])([F:16])[F:17])=[CH:8][CH:7]=2)[CH:14]=[CH:13][N:12]1[C:19]1[CH:24]=[CH:23][C:22]2[C:25]3[CH2:26][N:27]([C:33]([O:35][C:36]([CH3:39])([CH3:38])[CH3:37])=[O:34])[CH2:28][CH2:29][CH2:30][C:31]=3[O:32][C:21]=2[CH:20]=1. (2) Given the reactants C(OC([N:8]1[CH2:13][CH2:12][CH:11]([S:14][C:15]2[CH:20]=[CH:19][CH:18]=[CH:17][C:16]=2[C:21]([F:24])([F:23])[F:22])[CH2:10][CH2:9]1)=O)(C)(C)C.[ClH:25], predict the reaction product. The product is: [ClH:25].[F:23][C:21]([F:22])([F:24])[C:16]1[CH:17]=[CH:18][CH:19]=[CH:20][C:15]=1[S:14][CH:11]1[CH2:12][CH2:13][NH:8][CH2:9][CH2:10]1.